This data is from Forward reaction prediction with 1.9M reactions from USPTO patents (1976-2016). The task is: Predict the product of the given reaction. (1) Given the reactants Br[C:2]1[CH:3]=[C:4]([C:9]([OH:11])=O)[CH:5]=[N:6][C:7]=1Cl.[N:12]1[CH:17]=[CH:16][C:15]([CH2:18][OH:19])=[CH:14][CH:13]=1.[F:20][C:21]1[CH:26]=[CH:25][C:24](B(O)O)=[CH:23][CH:22]=1.[NH2:30][C@@H:31]1[CH2:36][CH2:35][CH2:34][CH2:33][C@H:32]1[OH:37], predict the reaction product. The product is: [F:20][C:21]1[CH:26]=[CH:25][C:24]([C:2]2[C:7]([O:19][CH2:18][C:15]3[CH:16]=[CH:17][N:12]=[CH:13][CH:14]=3)=[N:6][CH:5]=[C:4]([CH:3]=2)[C:9]([NH:30][C@@H:31]2[CH2:36][CH2:35][CH2:34][CH2:33][C@H:32]2[OH:37])=[O:11])=[CH:23][CH:22]=1. (2) Given the reactants [Cl:1][C:2]1[CH:3]=[CH:4][C:5]([N:32]2[CH:36]=[N:35][N:34]=[N:33]2)=[C:6]([C:8]2[CH:16]=[C:15]3[N:11]([C@H:12]([C:17]4[NH:18][C:19]([C:25]5[CH:30]=[CH:29][CH:28]=[CH:27][CH:26]=5)=[C:20]([C:22](O)=O)[N:21]=4)[CH2:13][CH2:14]3)[C:10](=[O:31])[CH:9]=2)[CH:7]=1.C(N1C=CN=C1)([N:39]1C=CN=C1)=O.N.C(=O)([O-])O.[Na+], predict the reaction product. The product is: [Cl:1][C:2]1[CH:3]=[CH:4][C:5]([N:32]2[CH:36]=[N:35][N:34]=[N:33]2)=[C:6]([C:8]2[CH:16]=[C:15]3[N:11]([C@H:12]([C:17]4[NH:18][C:19]([C:25]5[CH:30]=[CH:29][CH:28]=[CH:27][CH:26]=5)=[C:20]([C:22]#[N:39])[N:21]=4)[CH2:13][CH2:14]3)[C:10](=[O:31])[CH:9]=2)[CH:7]=1. (3) Given the reactants [Br:1][C:2]1[S:6][C:5]([C:7]([O:9]CC)=[O:8])=[C:4]([C:12]2[CH:17]=[CH:16][C:15]([Cl:18])=[CH:14][C:13]=2[Cl:19])[C:3]=1[C:20]#[N:21].O.[OH-].[Na+], predict the reaction product. The product is: [Br:1][C:2]1[S:6][C:5]([C:7]([OH:9])=[O:8])=[C:4]([C:12]2[CH:17]=[CH:16][C:15]([Cl:18])=[CH:14][C:13]=2[Cl:19])[C:3]=1[C:20]#[N:21]. (4) Given the reactants [N:1]1[CH:6]=[CH:5][CH:4]=[CH:3][C:2]=1[CH2:7][C:8]([O:10][CH2:11][CH3:12])=[O:9], predict the reaction product. The product is: [NH:1]1[CH2:6][CH2:5][CH2:4][CH2:3][CH:2]1[CH2:7][C:8]([O:10][CH2:11][CH3:12])=[O:9].